From a dataset of Forward reaction prediction with 1.9M reactions from USPTO patents (1976-2016). Predict the product of the given reaction. (1) Given the reactants [Cl:1][C:2]1[CH:24]=[CH:23][C:5]2[N:6]([C:14]3[C:15]([CH3:22])=[C:16]([CH:19]=[CH:20][CH:21]=3)[CH:17]=O)[C:7]([C@H:9]3[CH2:13][CH2:12][CH2:11][O:10]3)=[N:8][C:4]=2[CH:3]=1.[NH2:25][C:26]1[CH:39]=[CH:38][C:29]2[C@H:30]([CH2:33][C:34]([O:36][CH3:37])=[O:35])[CH2:31][O:32][C:28]=2[CH:27]=1.C(O[BH-](OC(=O)C)OC(=O)C)(=O)C.[Na+].[OH-].[Na+], predict the reaction product. The product is: [Cl:1][C:2]1[CH:24]=[CH:23][C:5]2[N:6]([C:14]3[C:15]([CH3:22])=[C:16]([CH:19]=[CH:20][CH:21]=3)[CH2:17][NH:25][C:26]3[CH:39]=[CH:38][C:29]4[C@H:30]([CH2:33][C:34]([O:36][CH3:37])=[O:35])[CH2:31][O:32][C:28]=4[CH:27]=3)[C:7]([C@H:9]3[CH2:13][CH2:12][CH2:11][O:10]3)=[N:8][C:4]=2[CH:3]=1. (2) Given the reactants [Cl:1][C:2]1[CH:3]=[CH:4][C:5]([NH:9]C(=O)C(C)(C)C)=[N:6][C:7]=1[Cl:8].Cl.O.CCO, predict the reaction product. The product is: [Cl:1][C:2]1[CH:3]=[CH:4][C:5]([NH2:9])=[N:6][C:7]=1[Cl:8]. (3) Given the reactants [CH3:1][S:2]([OH:5])(=[O:4])=[O:3].[N:6]1[CH:7]=[CH:8][N:9]2[C:14]=1[CH:13]=[CH:12][C:11]([CH2:15][O:16][C:17]1[CH:22]=[CH:21][C:20]([C:23]3[C:24](=[O:38])[C:25]([CH3:37])([CH3:36])[O:26][C:27]=3[C:28]3[CH:33]=[CH:32][C:31]([O:34][CH3:35])=[CH:30][CH:29]=3)=[CH:19][CH:18]=1)=[N:10]2, predict the reaction product. The product is: [CH3:1][S:2]([OH:5])(=[O:4])=[O:3].[N:6]1[CH:7]=[CH:8][N:9]2[C:14]=1[CH:13]=[CH:12][C:11]([CH2:15][O:16][C:17]1[CH:18]=[CH:19][C:20]([C:23]3[C:24](=[O:38])[C:25]([CH3:36])([CH3:37])[O:26][C:27]=3[C:28]3[CH:33]=[CH:32][C:31]([O:34][CH3:35])=[CH:30][CH:29]=3)=[CH:21][CH:22]=1)=[N:10]2. (4) Given the reactants [CH:1]1([S:7]([C:10]2[N:14]3[CH:15]=[C:16]([CH3:22])[C:17]([C:19]([OH:21])=O)=[CH:18][C:13]3=[N:12][C:11]=2[CH:23]([CH3:25])[CH3:24])(=[O:9])=[O:8])[CH2:6][CH2:5][CH2:4][CH2:3][CH2:2]1.[NH2:26][C:27]1[CH:32]=[CH:31][N:30]=[CH:29][CH:28]=1, predict the reaction product. The product is: [CH:1]1([S:7]([C:10]2[N:14]3[CH:15]=[C:16]([CH3:22])[C:17]([C:19]([NH:26][C:27]4[CH:32]=[CH:31][N:30]=[CH:29][CH:28]=4)=[O:21])=[CH:18][C:13]3=[N:12][C:11]=2[CH:23]([CH3:25])[CH3:24])(=[O:9])=[O:8])[CH2:2][CH2:3][CH2:4][CH2:5][CH2:6]1. (5) Given the reactants [CH3:1][C:2]1([CH3:14])[C:6]([CH3:8])([CH3:7])[O:5][B:4]([C:9]2[CH:10]=[N:11][NH:12][CH:13]=2)[O:3]1.O[CH2:16][CH2:17][N:18]1[CH2:23][CH2:22][N:21]([C:24]([O:26][C:27]([CH3:30])([CH3:29])[CH3:28])=[O:25])[CH2:20][CH2:19]1.C(P(CCCC)(CCCC)=CC#N)CCC, predict the reaction product. The product is: [CH3:1][C:2]1([CH3:14])[C:6]([CH3:7])([CH3:8])[O:5][B:4]([C:9]2[CH:13]=[N:12][N:11]([CH2:16][CH2:17][N:18]3[CH2:23][CH2:22][N:21]([C:24]([O:26][C:27]([CH3:28])([CH3:30])[CH3:29])=[O:25])[CH2:20][CH2:19]3)[CH:10]=2)[O:3]1. (6) Given the reactants [CH2:1]([O:8][C:9]([CH3:40])([C:36]([F:39])([F:38])[F:37])[C:10]([NH:12][NH:13][C:14]([C:16]1[C:21]([NH:22][C:23](=[O:29])[O:24][C:25]([CH3:28])([CH3:27])[CH3:26])=[CH:20][C:19]([C:30]([F:33])([F:32])[F:31])=[C:18]([O:34][CH3:35])[N:17]=1)=[O:15])=O)[C:2]1[CH:7]=[CH:6][CH:5]=[CH:4][CH:3]=1.CC[N+](S(N=C(OC)[O-])(=O)=O)(CC)CC, predict the reaction product. The product is: [CH2:1]([O:8][C:9]([C:10]1[O:15][C:14]([C:16]2[C:21]([NH:22][C:23](=[O:29])[O:24][C:25]([CH3:27])([CH3:28])[CH3:26])=[CH:20][C:19]([C:30]([F:33])([F:31])[F:32])=[C:18]([O:34][CH3:35])[N:17]=2)=[N:13][N:12]=1)([CH3:40])[C:36]([F:37])([F:38])[F:39])[C:2]1[CH:3]=[CH:4][CH:5]=[CH:6][CH:7]=1. (7) The product is: [CH3:22][N:23]([CH2:24][C:25]1[C:30]([CH3:31])=[CH:29][CH:28]=[CH:27][N:26]=1)[C:18]([CH:16]1[CH2:15][C:14]([C:4]2[CH:5]=[CH:6][C:7]([CH2:8][N:9]3[CH2:10][CH2:11][CH2:12][CH2:13]3)=[C:2]([Cl:1])[CH:3]=2)([OH:21])[CH2:17]1)=[O:19]. Given the reactants [Cl:1][C:2]1[CH:3]=[C:4]([C:14]2([OH:21])[CH2:17][CH:16]([C:18](O)=[O:19])[CH2:15]2)[CH:5]=[CH:6][C:7]=1[CH2:8][N:9]1[CH2:13][CH2:12][CH2:11][CH2:10]1.[CH3:22][NH:23][CH2:24][C:25]1[C:30]([CH3:31])=[CH:29][CH:28]=[CH:27][N:26]=1.C(P1(=O)OP(CCC)(=O)OP(CCC)(=O)O1)CC.[OH-].[Na+], predict the reaction product. (8) Given the reactants [NH2:1][C:2]1[C:7]2=[C:8](Br)[CH:9]=[C:10]([CH:11]3[CH2:16][CH2:15][N:14]([C:17]([O:19][C:20]([CH3:23])([CH3:22])[CH3:21])=[O:18])[CH2:13][CH2:12]3)[N:6]2[N:5]=[CH:4][N:3]=1.[C:25]1([NH:31][C:32]([C:34]2[CH:35]=[C:36](B(O)O)[CH:37]=[CH:38][CH:39]=2)=[O:33])[CH:30]=[CH:29][CH:28]=[CH:27][CH:26]=1, predict the reaction product. The product is: [NH2:1][C:2]1[C:7]2=[C:8]([C:36]3[CH:37]=[CH:38][CH:39]=[C:34]([C:32]([NH:31][C:25]4[CH:30]=[CH:29][CH:28]=[CH:27][CH:26]=4)=[O:33])[CH:35]=3)[CH:9]=[C:10]([CH:11]3[CH2:16][CH2:15][N:14]([C:17]([O:19][C:20]([CH3:23])([CH3:22])[CH3:21])=[O:18])[CH2:13][CH2:12]3)[N:6]2[N:5]=[CH:4][N:3]=1. (9) Given the reactants [CH2:1]([O:3][C:4]([C:6]1[CH:11]=[CH:10][C:9](B(O)O)=[CH:8][CH:7]=1)=[O:5])[CH3:2].Br[C:16]1[CH:21]=[CH:20][C:19]([O:22][CH2:23][CH:24]2[CH2:29][CH2:28][N:27]([C:30]([O:32][CH:33]([CH3:35])[CH3:34])=[O:31])[CH2:26][CH2:25]2)=[CH:18][CH:17]=1, predict the reaction product. The product is: [CH2:1]([O:3][C:4]([C:6]1[CH:11]=[CH:10][C:9]([C:16]2[CH:17]=[CH:18][C:19]([O:22][CH2:23][CH:24]3[CH2:25][CH2:26][N:27]([C:30]([O:32][CH:33]([CH3:35])[CH3:34])=[O:31])[CH2:28][CH2:29]3)=[CH:20][CH:21]=2)=[CH:8][CH:7]=1)=[O:5])[CH3:2].